This data is from CYP2C19 inhibition data for predicting drug metabolism from PubChem BioAssay. The task is: Regression/Classification. Given a drug SMILES string, predict its absorption, distribution, metabolism, or excretion properties. Task type varies by dataset: regression for continuous measurements (e.g., permeability, clearance, half-life) or binary classification for categorical outcomes (e.g., BBB penetration, CYP inhibition). Dataset: cyp2c19_veith. (1) The molecule is N#CCSc1nc2scc(-c3cccs3)c2c(=O)n1CCc1ccccc1. The result is 1 (inhibitor). (2) The drug is COc1ccc(O[C@H]2C=C[C@@H](c3ccccc3)O[C@H]2CO/N=C\C[C@@H]2C=C[C@H](OC(C)=O)[C@H](COC(C)=O)O2)cc1. The result is 1 (inhibitor). (3) The compound is c1ccc2c(CC3=NCCN3)cccc2c1. The result is 0 (non-inhibitor).